Predict the reaction yield, written as a fraction of the theoretical maximum amount of product (1.0 means a 100% yield; for example, 0.34 means a 34% yield). From a dataset of Reaction yield outcomes from USPTO patents with 853,638 reactions. The reactants are [N+:1]([CH2:3][C:4]([O:6]C)=O)#[C-:2].Cl.[F:9][C:10]1([F:15])[CH2:14][CH2:13][NH:12][CH2:11]1.C(N(CC)CC)C. The catalyst is CO. The product is [F:9][C:10]1([F:15])[CH2:14][CH2:13][N:12]([C:4](=[O:6])[CH2:3][N+:1]#[C-:2])[CH2:11]1. The yield is 0.600.